From a dataset of Reaction yield outcomes from USPTO patents with 853,638 reactions. Predict the reaction yield, written as a fraction of the theoretical maximum amount of product (1.0 means a 100% yield; for example, 0.34 means a 34% yield). (1) The catalyst is C1COCC1.[Cl-].[Na+].O.O. The yield is 0.730. The product is [Cl:29][CH2:28][CH2:27][CH2:26][CH2:25][CH2:24][C:13]1([C:16]([O:18][C:19]([CH3:22])([CH3:21])[CH3:20])=[O:17])[CH2:15][CH2:14]1. The reactants are [Li]CCCC.N(C(C)C)C(C)C.[CH:13]1([C:16]([O:18][C:19]([CH3:22])([CH3:21])[CH3:20])=[O:17])[CH2:15][CH2:14]1.Br[CH2:24][CH2:25][CH2:26][CH2:27][CH2:28][Cl:29].Cl. (2) The reactants are Br[C:2]1[CH:3]=[C:4]([C:14]([NH:16][CH2:17][C:18]2[C:19](=[O:26])[NH:20][C:21]([CH3:25])=[CH:22][C:23]=2[CH3:24])=[O:15])[C:5]2[CH:6]=[N:7][N:8]([CH:11]([CH3:13])[CH3:12])[C:9]=2[CH:10]=1.[CH3:27][C:28]1[CH:33]=[CH:32][CH:31]=[CH:30][C:29]=1B(O)O.C(=O)(O)[O-].[Na+].C(Cl)Cl.CO. The catalyst is O1CCOCC1.O.C1C=CC(P(C2C=CC=CC=2)[C-]2C=CC=C2)=CC=1.C1C=CC(P(C2C=CC=CC=2)[C-]2C=CC=C2)=CC=1.Cl[Pd]Cl.[Fe+2].C(Cl)Cl. The product is [CH3:24][C:23]1[CH:22]=[C:21]([CH3:25])[NH:20][C:19](=[O:26])[C:18]=1[CH2:17][NH:16][C:14]([C:4]1[C:5]2[CH:6]=[N:7][N:8]([CH:11]([CH3:13])[CH3:12])[C:9]=2[CH:10]=[C:2]([C:29]2[CH:30]=[CH:31][CH:32]=[CH:33][C:28]=2[CH3:27])[CH:3]=1)=[O:15]. The yield is 0.660. (3) The yield is 0.990. The product is [Br:1][C:2]1[CH:3]=[C:4]([CH:5]=[CH:6][CH:7]=1)[CH2:8][CH2:9][NH:10][C:21](=[O:22])[C:20]([F:31])([F:30])[F:19]. The catalyst is ClCCl. The reactants are [Br:1][C:2]1[CH:3]=[C:4]([CH2:8][CH2:9][NH2:10])[CH:5]=[CH:6][CH:7]=1.N1C(C)=CC=CC=1C.[F:19][C:20]([F:31])([F:30])[C:21](O[C:21](=[O:22])[C:20]([F:31])([F:30])[F:19])=[O:22].O. (4) The reactants are [N:1]1[CH:6]=[CH:5][CH:4]=[C:3]([C:7]2[CH:11]=[C:10]([C:12]([F:15])([F:14])[F:13])[N:9]([C:16]3[CH:23]=[CH:22][C:19]([CH2:20][NH2:21])=[CH:18][CH:17]=3)[N:8]=2)[CH:2]=1.Cl.[C:25](Cl)(=[O:32])[C:26]1[CH:31]=[CH:30][CH:29]=[N:28][CH:27]=1.C(N(CC)CC)C. The catalyst is ClCCl.C(OCC)(=O)C. The product is [N:1]1[CH:6]=[CH:5][CH:4]=[C:3]([C:7]2[CH:11]=[C:10]([C:12]([F:13])([F:15])[F:14])[N:9]([C:16]3[CH:23]=[CH:22][C:19]([CH2:20][NH:21][C:25](=[O:32])[C:26]4[CH:31]=[CH:30][CH:29]=[N:28][CH:27]=4)=[CH:18][CH:17]=3)[N:8]=2)[CH:2]=1. The yield is 0.230. (5) The reactants are [CH3:1][C:2]1[CH:7]=[C:6]([CH3:8])[N:5]2[N:9]=[C:10]([SH:12])[N:11]=[C:4]2[N:3]=1.[Cl:13][C:14]1[CH:15]=[C:16]([CH:21]=[CH:22][C:23]=1[F:24])[O:17][CH2:18][CH2:19][Br:20].ClC1C=CC(OCCBr)=CC=1F.ClC1C=C(O)C=CC=1F.BrCCBr. No catalyst specified. The product is [Cl:13][C:14]1[CH:15]=[C:16]([CH:21]=[CH:22][C:23]=1[F:24])[O:17][CH2:18][CH2:19][S:12][C:10]1[N:11]=[C:4]2[N:3]=[C:2]([CH3:1])[CH:7]=[C:6]([CH3:8])[N:5]2[N:9]=1.[Cl:13][C:14]1[CH:15]=[C:16]([CH:21]=[CH:22][C:23]=1[F:24])[O:17][CH2:18][CH2:19][Br:20]. The yield is 0.810. (6) The reactants are [CH:1]([C:3]1[C:4]([CH3:20])=[C:5]([NH:9][C:10](=[O:19])[O:11][CH2:12][C:13]2[CH:18]=[CH:17][CH:16]=[CH:15][CH:14]=2)[CH:6]=[CH:7][CH:8]=1)=O.[N+:21]([CH2:24][CH3:25])([O-:23])=[O:22].C([O-])(=O)C.[NH4+]. The catalyst is C(O)(=O)C. The product is [CH3:20][C:4]1[C:3](/[CH:1]=[C:24](/[N+:21]([O-:23])=[O:22])\[CH3:25])=[CH:8][CH:7]=[CH:6][C:5]=1[NH:9][C:10](=[O:19])[O:11][CH2:12][C:13]1[CH:18]=[CH:17][CH:16]=[CH:15][CH:14]=1. The yield is 0.395. (7) The reactants are C([O:5][C:6]([N:8]1[C:17]2[C:12](=[CH:13][C:14]([F:18])=[CH:15][CH:16]=2)[CH2:11][CH2:10][CH2:9]1)=O)(C)(C)C.C(O)=O.C(OC(=O)C)(=O)C. The catalyst is C(O)(C(F)(F)F)=O.C(Cl)Cl. The product is [F:18][C:14]1[CH:13]=[C:12]2[C:17](=[CH:16][CH:15]=1)[N:8]([CH:6]=[O:5])[CH2:9][CH2:10][CH2:11]2. The yield is 0.700. (8) The reactants are [Br:1][C:2]1[C:3](F)=[C:4]([CH:7]=[CH:8][C:9]=1[I:10])[CH:5]=[O:6].C(=O)([O-])[O-].[K+].[K+].[CH3:18][C:19]([SH:22])([CH3:21])[CH3:20].O. The catalyst is CN(C=O)C. The product is [Br:1][C:2]1[C:3]([S:22][C:19]([CH3:21])([CH3:20])[CH3:18])=[C:4]([CH:7]=[CH:8][C:9]=1[I:10])[CH:5]=[O:6]. The yield is 0.640.